This data is from Serine/threonine kinase 33 screen with 319,792 compounds. The task is: Binary Classification. Given a drug SMILES string, predict its activity (active/inactive) in a high-throughput screening assay against a specified biological target. (1) The compound is S([O-])(=O)(=O)c1ccc(N\N=C2/C=C(C(=O)C=C2)C=O)cc1. The result is 0 (inactive). (2) The drug is S=C(N(CCN(CC)CC)Cc1cc2c([nH]c1=O)c(ccc2)C)Nc1ccccc1. The result is 0 (inactive). (3) The compound is O1C(CCc2c1cc(OCC(=O)NC(C)C(O)=O)c1c2oc(=O)cc1CCC)(C)C. The result is 0 (inactive). (4) The drug is O=C(NC1CCCC1)c1cc2ncn(c2cc1)c1ccc(OC)cc1. The result is 0 (inactive). (5) The compound is O=C(N)C1CCN(CC1)C(=O)c1cc(OC)c(OCC(=O)Nc2ccc(OCC)cc2)cc1. The result is 0 (inactive).